The task is: Predict the reactants needed to synthesize the given product.. This data is from Full USPTO retrosynthesis dataset with 1.9M reactions from patents (1976-2016). (1) The reactants are: [CH:1](=C1C2C(C)(C)C(CS(O)(=O)=O)(CC2)C1=O)[C:2]1[CH:7]=[CH:6][C:5]([CH:8]=[C:9]2[CH:14]3[C:15]([CH3:17])([CH3:16])[C:11]([CH2:18]S(O)(=O)=O)([CH2:12][CH2:13]3)[C:10]2=[O:23])=[CH:4][CH:3]=1.C=C(C1(C2C3N=NNC=3C=CC=2)C(C)=C(C)C(C)=C(C)C1(C1C2N=NNC=2C=CC=1)O)CCC.COC1C(C2C=CC=CC=2)=NN=NC=1.C(C1C=CC(O)=C(OCCCCCC)C=1CC)C.CCCCC(COC(C1C=CC(NC2N=C(NC3C=CC(C(OCC(CCCC)CC)=O)=CC=3)N=C(NC3C=CC(C(OCC(CCCC)CC)=O)=CC=3)N=2)=CC=1)=O)CC.CCCCC(COC(C1C=CC(NC2N=C(NC3C=CC(C(NC(C)(C)C)=O)=CC=3)N=C(NC3C=CC(C(OCC(CCCC)CC)=O)=CC=3)N=2)=CC=1)=O)CC.C1(C2C=CC=CC=2)C=CC(C2N=C(C3C=CC(C4C=CC=CC=4)=CC=3)N=C(C3C=CC(C4C=CC=CC=4)=CC=3)N=2)=CC=1.CC1C=C(N2N=C3C(C=CC=C3)=N2)C(O)=C(CC(C[Si](O[Si](C)(C)C)(O[Si](C)(C)C)C)C)C=1. Given the product [CH3:1][C:2]1[CH:3]=[CH:4][C:5]([CH:8]=[C:9]2[CH:14]3[C:15]([CH3:16])([CH3:17])[C:11]([CH3:18])([CH2:12][CH2:13]3)[C:10]2=[O:23])=[CH:6][CH:7]=1, predict the reactants needed to synthesize it. (2) Given the product [C:18]([O:17][CH:15]([O:16][C:37]([CH3:38])([CH3:41])[CH3:28])[N:22]([CH3:27])[CH3:23])([CH3:19])([CH3:20])[CH3:21], predict the reactants needed to synthesize it. The reactants are: NC1C=C(/C=C/C([O-])=O)C=CC=1/C=C/[C:15]([O:17][C:18]([CH3:21])([CH3:20])[CH3:19])=[O:16].[N:22]1[CH:27]=CC=C[CH:23]=1.[C:28](Cl)(=O)C.C(=O)(O)[O-].[Na+].[CH2:37]1[CH2:41]OC[CH2:38]1. (3) Given the product [Cl:1][C:2]1[C:3]([CH2:17][NH:40][C:33]2[CH:32]=[C:31]3[C:36]([CH2:37][CH2:38][CH:29]([C:24]4[C:23]([F:22])=[CH:28][CH:27]=[CH:26][N:25]=4)[O:30]3)=[CH:35][C:34]=2[CH3:39])=[C:4]([NH2:16])[C:5]([C:8]2[C:9]([CH3:15])=[N:10][N:11]([CH3:14])[C:12]=2[CH3:13])=[N:6][CH:7]=1, predict the reactants needed to synthesize it. The reactants are: [Cl:1][C:2]1[C:3]([CH:17](OC)OC)=[C:4]([NH2:16])[C:5]([C:8]2[C:9]([CH3:15])=[N:10][N:11]([CH3:14])[C:12]=2[CH3:13])=[N:6][CH:7]=1.[F:22][C:23]1[C:24]([CH:29]2[CH2:38][CH2:37][C:36]3[C:31](=[CH:32][C:33]([NH2:40])=[C:34]([CH3:39])[CH:35]=3)[O:30]2)=[N:25][CH:26]=[CH:27][CH:28]=1.O.C1(C)C=CC(S(O)(=O)=O)=CC=1.C(=O)([O-])O.[Na+]. (4) Given the product [NH2:1][C:2]1[C:13]([O:14][C:15]2[CH:20]=[CH:19][CH:18]=[C:17]([OH:21])[CH:16]=2)=[CH:12][C:5]2[N:6]([CH3:11])[C:7](=[O:10])[N:8]([CH3:9])[C:4]=2[CH:3]=1, predict the reactants needed to synthesize it. The reactants are: [NH2:1][C:2]1[C:13]([O:14][C:15]2[CH:20]=[CH:19][CH:18]=[C:17]([O:21][Si](C(C)(C)C)(C)C)[CH:16]=2)=[CH:12][C:5]2[N:6]([CH3:11])[C:7](=[O:10])[N:8]([CH3:9])[C:4]=2[CH:3]=1.[F-].C([N+](CCCC)(CCCC)CCCC)CCC.Cl. (5) Given the product [CH:7]1[C:16]2[C:11](=[CH:12][CH:13]=[CH:14][CH:15]=2)[CH:10]=[CH:9][C:8]=1[CH:17]=[N:27][C@H:28]([C:30]([O:32][C:33]([CH3:36])([CH3:35])[CH3:34])=[O:31])[CH3:29], predict the reactants needed to synthesize it. The reactants are: S([O-])([O-])(=O)=O.[Mg+2].[CH:7]1[C:16]2[C:11](=[CH:12][CH:13]=[CH:14][CH:15]=2)[CH:10]=[CH:9][C:8]=1[CH:17]=O.C(N(CC)CC)C.Cl.[NH2:27][C@H:28]([C:30]([O:32][C:33]([CH3:36])([CH3:35])[CH3:34])=[O:31])[CH3:29]. (6) Given the product [CH:2]12[CH2:8][CH2:7][CH:6]([C:5]3[C:3]1=[CH:13][CH:12]=[CH:11][CH:16]=3)[CH:20]=[CH:1]2, predict the reactants needed to synthesize it. The reactants are: [C:1](O)(=O)[C:2]1[C:3](=[CH:5][CH:6]=[CH:7][CH:8]=1)N.[CH:11]1[CH2:16]CC=[CH:13][CH:12]=1.N(O[CH2:20]CC(C)C)=O. (7) Given the product [CH3:1][S:2][CH:3]1[CH2:4][CH2:5][CH:6]([C:9]([OH:11])=[O:10])[CH2:7][CH2:8]1, predict the reactants needed to synthesize it. The reactants are: [CH3:1][S:2][CH:3]1[CH2:8][CH2:7][CH:6]([C:9]([O:11]C)=[O:10])[CH2:5][CH2:4]1.[OH-].[Na+].